From a dataset of Forward reaction prediction with 1.9M reactions from USPTO patents (1976-2016). Predict the product of the given reaction. Given the reactants [Cl:1][C:2]1[N:11]=[CH:10][C:9]2[N:8]([CH2:12][C:13]([OH:15])=O)[CH2:7][C@@H:6]3[CH2:16][O:17][CH2:18][CH2:19][N:5]3[C:4]=2[N:3]=1.CN(C(ON1N=NC2C=CC=NC1=2)=[N+](C)C)C.F[P-](F)(F)(F)(F)F.[CH3:44][O:45][CH2:46][CH2:47][NH2:48].C(N(CC)CC)C, predict the reaction product. The product is: [Cl:1][C:2]1[N:11]=[CH:10][C:9]2[N:8]([CH2:12][C:13]([NH:48][CH2:47][CH2:46][O:45][CH3:44])=[O:15])[CH2:7][C@@H:6]3[CH2:16][O:17][CH2:18][CH2:19][N:5]3[C:4]=2[N:3]=1.